Predict the reactants needed to synthesize the given product. From a dataset of Full USPTO retrosynthesis dataset with 1.9M reactions from patents (1976-2016). (1) Given the product [CH3:14][C:2]1[C:11]2[CH:10]=[N:9][C:8]([S:12][CH3:13])=[N:7][C:6]=2[CH:5]=[CH:4][N:3]=1, predict the reactants needed to synthesize it. The reactants are: Cl[C:2]1[C:11]2[CH:10]=[N:9][C:8]([S:12][CH3:13])=[N:7][C:6]=2[CH:5]=[CH:4][N:3]=1.[CH3:14]B1OB(C)OB(C)O1.C1COCC1.C1(P(C2CCCCC2)C2C=CC=CC=2C2C(OC)=CC=CC=2OC)CCCCC1.[F-].[Cs+]. (2) Given the product [NH2:24][CH2:23][CH2:22][CH2:21][C@H:17]([NH:16][C:14]([C:12]1[S:13][C:9]([CH:8]([C:4]2[CH:5]=[CH:6][CH:7]=[C:2]([F:1])[CH:3]=2)[C:32]2[CH:37]=[CH:36][CH:35]=[C:34]([F:38])[CH:33]=2)=[CH:10][CH:11]=1)=[O:15])[C:18]([OH:20])=[O:19].[C:39]([OH:45])([C:41]([F:44])([F:43])[F:42])=[O:40], predict the reactants needed to synthesize it. The reactants are: [F:1][C:2]1[CH:3]=[C:4]([CH:8]([C:32]2[CH:37]=[CH:36][CH:35]=[C:34]([F:38])[CH:33]=2)[C:9]2[S:13][C:12]([C:14]([NH:16][C@@H:17]([CH2:21][CH2:22][CH2:23][NH:24]C(OC(C)(C)C)=O)[C:18]([OH:20])=[O:19])=[O:15])=[CH:11][CH:10]=2)[CH:5]=[CH:6][CH:7]=1.[C:39]([OH:45])([C:41]([F:44])([F:43])[F:42])=[O:40].C([SiH](CC)CC)C. (3) Given the product [C:21]([C:25]1[CH:26]=[CH:27][C:28]([CH2:31][CH2:32][CH2:33][N:12]2[CH2:13][CH2:14][CH:9]([C:7]([C:15]3[CH:20]=[CH:19][CH:18]=[CH:17][CH:16]=3)([C:1]3[CH:2]=[CH:3][CH:4]=[CH:5][CH:6]=3)[OH:8])[CH2:10][CH2:11]2)=[CH:29][CH:30]=1)([CH3:24])([CH3:23])[CH3:22], predict the reactants needed to synthesize it. The reactants are: [C:1]1([C:7]([C:15]2[CH:20]=[CH:19][CH:18]=[CH:17][CH:16]=2)([CH:9]2[CH2:14][CH2:13][NH:12][CH2:11][CH2:10]2)[OH:8])[CH:6]=[CH:5][CH:4]=[CH:3][CH:2]=1.[C:21]([C:25]1[CH:30]=[CH:29][C:28]([CH2:31][CH2:32][CH2:33]Cl)=[CH:27][CH:26]=1)([CH3:24])([CH3:23])[CH3:22].C(=O)([O-])[O-].[K+].[K+].